Task: Predict which catalyst facilitates the given reaction.. Dataset: Catalyst prediction with 721,799 reactions and 888 catalyst types from USPTO (1) Product: [CH3:44][O:43]/[N:42]=[C:3](/[C:2]([CH3:39])([CH3:1])[CH3:40])\[CH2:4][N:5]1[C:10](=[O:11])[C:9]([CH2:12][C:13]2[CH:14]=[CH:15][C:16]([C:19]3[CH:24]=[CH:23][CH:22]=[CH:21][C:20]=3[C:25]3[NH:29][C:28](=[O:30])[O:27][N:26]=3)=[CH:17][CH:18]=2)=[C:8]([CH2:31][CH2:32][CH3:33])[N:7]2[N:34]=[C:35]([CH3:37])[N:36]=[C:6]12. Reactant: [CH3:1][C:2]([CH3:40])([CH3:39])[C:3](=O)[CH2:4][N:5]1[C:10](=[O:11])[C:9]([CH2:12][C:13]2[CH:18]=[CH:17][C:16]([C:19]3[CH:24]=[CH:23][CH:22]=[CH:21][C:20]=3[C:25]3[NH:29][C:28](=[O:30])[O:27][N:26]=3)=[CH:15][CH:14]=2)=[C:8]([CH2:31][CH2:32][CH3:33])[N:7]2[N:34]=[C:35]([CH3:37])[N:36]=[C:6]12.Cl.[NH2:42][O:43][CH3:44].N1C=CC=CC=1.Cl. The catalyst class is: 69. (2) Reactant: O[C@@H:2]1[CH2:7][N:6]([C:8](=[O:13])[C:9]([F:12])([F:11])[F:10])[C@H:5]([C:14]([O:16][C:17]([CH3:20])([CH3:19])[CH3:18])=[O:15])[CH2:4][CH2:3]1.N1C(C)=CC=CC=1C.FC(F)(F)S(OS(C(F)(F)F)(=O)=O)(=O)=O.[CH2:44]([O:51][NH2:52])[C:45]1[CH:50]=[CH:49][CH:48]=[CH:47][CH:46]=1. Product: [CH2:44]([O:51][NH:52][C@H:2]1[CH2:7][N:6]([C:8](=[O:13])[C:9]([F:12])([F:11])[F:10])[C@H:5]([C:14]([O:16][C:17]([CH3:20])([CH3:19])[CH3:18])=[O:15])[CH2:4][CH2:3]1)[C:45]1[CH:50]=[CH:49][CH:48]=[CH:47][CH:46]=1. The catalyst class is: 10. (3) Product: [F:20][C:21]([F:33])([F:34])[O:22][C:23]1[CH:32]=[CH:31][C:26]([C:27]2[O:28][C:8](=[O:9])[NH:30][N:29]=2)=[CH:25][CH:24]=1. The catalyst class is: 1. Reactant: C(N(CC)CC)C.[C:8](N1C=CN=C1)(N1C=CN=C1)=[O:9].[F:20][C:21]([F:34])([F:33])[O:22][C:23]1[CH:32]=[CH:31][C:26]([C:27]([NH:29][NH2:30])=[O:28])=[CH:25][CH:24]=1. (4) Reactant: [CH2:1]([N:8]1[C:13](=[O:14])[CH:12]=[CH:11][CH:10]=[C:9]1[C:15]([OH:17])=O)[C:2]1[CH:7]=[CH:6][CH:5]=[CH:4][CH:3]=1.[NH2:18][C@@H:19]([CH2:27][CH2:28][CH2:29][NH:30][C:31]([NH:33][S:34]([C:37]1[C:38]([CH3:51])=[C:39]2[C:44](=[C:45]([CH3:48])[C:46]=1[CH3:47])[O:43][C:42]([CH3:50])([CH3:49])[CH2:41][CH2:40]2)(=[O:36])=[O:35])=[NH:32])[C:20]([O:22][C:23]([CH3:26])([CH3:25])[CH3:24])=[O:21].CN(C(ON1N=NC2C=CC=CC1=2)=[N+](C)C)C.F[P-](F)(F)(F)(F)F.CCN(C(C)C)C(C)C. Product: [CH2:1]([N:8]1[C:13](=[O:14])[CH:12]=[CH:11][CH:10]=[C:9]1[C:15]([NH:18][C@@H:19]([CH2:27][CH2:28][CH2:29][NH:30][C:31]([NH:33][S:34]([C:37]1[C:38]([CH3:51])=[C:39]2[C:44](=[C:45]([CH3:48])[C:46]=1[CH3:47])[O:43][C:42]([CH3:50])([CH3:49])[CH2:41][CH2:40]2)(=[O:35])=[O:36])=[NH:32])[C:20]([O:22][C:23]([CH3:24])([CH3:25])[CH3:26])=[O:21])=[O:17])[C:2]1[CH:3]=[CH:4][CH:5]=[CH:6][CH:7]=1. The catalyst class is: 3. (5) Reactant: [Cl:1][C:2]1[C:7]([O:8][CH3:9])=[CH:6][C:5]([O:10][CH3:11])=[C:4]([Cl:12])[C:3]=1[C:13]1[N:18]=[CH:17][C:16]2[C:19](I)=[N:20][NH:21][C:15]=2[CH:14]=1.C([O:25][C:26](=[O:42])[CH2:27][N:28]1[CH:32]=[C:31](B2OC(C)(C)C(C)(C)O2)[CH:30]=[N:29]1)C.ClCCl.C(=O)([O-])[O-].[K+].[K+]. Product: [Cl:1][C:2]1[C:7]([O:8][CH3:9])=[CH:6][C:5]([O:10][CH3:11])=[C:4]([Cl:12])[C:3]=1[C:13]1[N:18]=[CH:17][C:16]2[C:19]([C:31]3[CH:30]=[N:29][N:28]([CH2:27][C:26]([OH:42])=[O:25])[CH:32]=3)=[N:20][NH:21][C:15]=2[CH:14]=1. The catalyst class is: 117. (6) The catalyst class is: 2. Product: [CH3:16][N:15]1[C:11]([C:9]2[S:8][C:4]3[N:5]=[CH:6][N:7]=[C:2]([NH2:1])[C:3]=3[N:10]=2)=[C:12]([C:30]2[CH:35]=[CH:34][CH:33]=[CH:32][CH:31]=2)[N:13]=[C:14]1[C:17]1[CH2:18][CH2:19][NH:20][CH2:21][CH:22]=1. Reactant: [NH2:1][C:2]1[C:3]2[N:10]=[C:9]([C:11]3[N:15]([CH3:16])[C:14]([C:17]4[CH2:18][CH2:19][N:20](C(OC(C)(C)C)=O)[CH2:21][CH:22]=4)=[N:13][C:12]=3[C:30]3[CH:35]=[CH:34][CH:33]=[CH:32][CH:31]=3)[S:8][C:4]=2[N:5]=[CH:6][N:7]=1.C(O)(C(F)(F)F)=O. (7) Reactant: [CH3:1][N:2]([CH3:31])[C:3]1([C:25]2[CH:30]=[CH:29][CH:28]=[CH:27][CH:26]=2)[CH2:8][CH2:7][C:6](=[CH:9][C:10]([NH:12][CH2:13][CH2:14][CH2:15][C:16]2[C:24]3[C:19](=[CH:20][CH:21]=[CH:22][CH:23]=3)[NH:18][CH:17]=2)=[O:11])[CH2:5][CH2:4]1.[Cl:32][Si](C)(C)C. Product: [ClH:32].[CH3:31][N:2]([CH3:1])[C:3]1([C:25]2[CH:30]=[CH:29][CH:28]=[CH:27][CH:26]=2)[CH2:4][CH2:5][C:6](=[CH:9][C:10]([NH:12][CH2:13][CH2:14][CH2:15][C:16]2[C:24]3[C:19](=[CH:20][CH:21]=[CH:22][CH:23]=3)[NH:18][CH:17]=2)=[O:11])[CH2:7][CH2:8]1. The catalyst class is: 573.